From a dataset of Forward reaction prediction with 1.9M reactions from USPTO patents (1976-2016). Predict the product of the given reaction. (1) Given the reactants C(N(CC)CC)C.[F:8][C:9]1[CH:10]=[C:11]2[C:15](=[CH:16][CH:17]=1)[N:14](C(OC(C)(C)C)=O)[CH:13]=[C:12]2[CH:25]=[O:26].[CH3:27][O:28][C:29]1[CH:30]=[C:31]([CH:42]=[CH:43][CH:44]=1)[N:32]=[CH:33][C:34]1[CH:35]=[N:36][C:37]([O:40][CH3:41])=[CH:38][CH:39]=1, predict the reaction product. The product is: [F:8][C:9]1[CH:10]=[C:11]2[C:15](=[CH:16][CH:17]=1)[NH:14][CH:13]=[C:12]2[C:25](=[O:26])[CH:33]([NH:32][C:31]1[CH:42]=[CH:43][CH:44]=[C:29]([O:28][CH3:27])[CH:30]=1)[C:34]1[CH:35]=[N:36][C:37]([O:40][CH3:41])=[CH:38][CH:39]=1. (2) Given the reactants Br[C:2]1[CH:3]=[C:4]([S:8]([NH:11][C:12]2[CH:17]=[CH:16][CH:15]=[CH:14][C:13]=2[S:18](=[O:21])(=[O:20])[NH2:19])(=[O:10])=[O:9])[CH:5]=[CH:6][CH:7]=1.[CH3:22][C:23]([CH3:27])([CH3:26])[C:24]#[CH:25], predict the reaction product. The product is: [CH3:22][C:23]([CH3:27])([CH3:26])[C:24]#[C:25][C:2]1[CH:3]=[C:4]([S:8]([NH:11][C:12]2[CH:17]=[CH:16][CH:15]=[CH:14][C:13]=2[S:18](=[O:21])(=[O:20])[NH2:19])(=[O:10])=[O:9])[CH:5]=[CH:6][CH:7]=1. (3) Given the reactants [H-].[Na+].[C:3]1([CH2:9][OH:10])([CH2:7][OH:8])[CH2:6][CH2:5]C1.[C:11]([Si:15](Cl)([CH3:17])[CH3:16])([CH3:14])([CH3:13])[CH3:12], predict the reaction product. The product is: [Si:15]([O:10][CH2:9][C:3]1([CH2:7][OH:8])[CH2:6][CH2:5]1)([C:11]([CH3:14])([CH3:13])[CH3:12])([CH3:17])[CH3:16]. (4) Given the reactants [OH:1][C:2]1[CH:3]=[C:4]([C:9]2[CH:10]=[C:11]([CH:14]=[CH:15][CH:16]=2)[C:12]#[N:13])[CH:5]=[N:6][C:7]=1[OH:8].CN(C=O)C.[N-:22]=[N+:23]=[N-:24].[Na+], predict the reaction product. The product is: [NH:22]1[C:12]([C:11]2[CH:10]=[C:9]([C:4]3[CH:3]=[C:2]([OH:1])[C:7](=[O:8])[NH:6][CH:5]=3)[CH:16]=[CH:15][CH:14]=2)=[N:13][N:24]=[N:23]1. (5) Given the reactants [C:1]([O:5][C:6](=[O:24])[N:7]([C@H:9]([C:19]1[O:20]C=CC=1)[C@H:10]([CH3:18])[CH2:11][O:12][CH2:13][C:14]([OH:17])([CH3:16])[CH3:15])[CH3:8])([CH3:4])([CH3:3])[CH3:2].I([O-])(=O)(=O)=[O:26].[Na+], predict the reaction product. The product is: [C:1]([O:5][C:6]([N:7]([CH3:8])[C@@H:9]([C@H:10]([CH3:18])[CH2:11][O:12][CH2:13][C:14]([OH:17])([CH3:15])[CH3:16])[C:19]([OH:20])=[O:26])=[O:24])([CH3:2])([CH3:3])[CH3:4]. (6) Given the reactants [CH:1]([CH:3]1[CH2:8][CH2:7][N:6]([C:9]([O:11][C:12]([CH3:15])([CH3:14])[CH3:13])=[O:10])[CH2:5][CH2:4]1)=O.[OH-].[K+].[CH3:18][C:19](=[O:22])[CH:20]=[CH2:21], predict the reaction product. The product is: [O:22]=[C:19]1[CH2:20][CH2:21][C:3]2([CH2:8][CH2:7][N:6]([C:9]([O:11][C:12]([CH3:15])([CH3:14])[CH3:13])=[O:10])[CH2:5][CH2:4]2)[CH:1]=[CH:18]1. (7) Given the reactants Cl.Cl[C:3]1[CH:8]=[CH:7][C:6]([C:9]([C:49]2[CH:54]=[CH:53][C:52](Cl)=[CH:51][CH:50]=2)([OH:48])[CH2:10][NH:11][C:12]2[N:20]=[C:19]([N:21]3[CH2:25][CH2:24][C@@H:23]([NH:26][C:27]([NH:29][C:30]4[CH:31]=[N:32][CH:33]=[CH:34][CH:35]=4)=[O:28])[CH2:22]3)[N:18]=[C:17]3[C:13]=2[N:14]=[CH:15][N:16]3[C@@H:36]2[CH2:40][C@H:39]([NH:41][C:42](=[O:45])[CH2:43][CH3:44])[C@@H:38]([OH:46])[C@H:37]2[OH:47])=[CH:5][CH:4]=1.C([O-])=O.[NH4+], predict the reaction product. The product is: [OH:46][C@H:38]1[C@@H:37]([OH:47])[C@H:36]([N:16]2[CH:15]=[N:14][C:13]3[C:17]2=[N:18][C:19]([N:21]2[CH2:25][CH2:24][C@@H:23]([NH:26][C:27]([NH:29][C:30]4[CH:31]=[N:32][CH:33]=[CH:34][CH:35]=4)=[O:28])[CH2:22]2)=[N:20][C:12]=3[NH:11][CH2:10][C:9]([OH:48])([C:49]2[CH:50]=[CH:51][CH:52]=[CH:53][CH:54]=2)[C:6]2[CH:5]=[CH:4][CH:3]=[CH:8][CH:7]=2)[CH2:40][C@@H:39]1[NH:41][C:42](=[O:45])[CH2:43][CH3:44]. (8) Given the reactants CO[C:3]([C:5]1([CH2:12][C:13]2[CH:18]=[CH:17][C:16]([Cl:19])=[CH:15][CH:14]=2)[CH2:9][CH2:8][CH:7]([CH3:10])[C:6]1=[O:11])=[O:4].[CH2:20]=[O:21].[C:22](=O)([O-])[O-:23].[K+].[K+], predict the reaction product. The product is: [CH3:20][O:21][C:3]([C:5]1([CH2:12][C:13]2[CH:14]=[CH:15][C:16]([Cl:19])=[CH:17][CH:18]=2)[CH2:9][CH2:8][C:7]([CH3:10])([CH2:22][OH:23])[C:6]1=[O:11])=[O:4]. (9) The product is: [CH3:13][O:14][C:15]1[CH:50]=[C:49]([O:51][CH3:52])[CH:48]=[CH:47][C:16]=1[CH2:17][N:18]1[C:23](=[O:24])[C:22]([CH2:25][C:26]2[CH:31]=[CH:30][C:29]([C:32]3[CH:37]=[CH:36][CH:35]=[CH:34][C:33]=3[C:38]3[NH:3][C:4](=[O:7])[O:5][N:39]=3)=[CH:28][C:27]=2[F:40])=[C:21]([CH2:41][CH2:42][CH3:43])[N:20]2[N:44]=[CH:45][N:46]=[C:19]12. Given the reactants [Cl-].O[NH3+:3].[C:4](=[O:7])([O-])[OH:5].[Na+].CS(C)=O.[CH3:13][O:14][C:15]1[CH:50]=[C:49]([O:51][CH3:52])[CH:48]=[CH:47][C:16]=1[CH2:17][N:18]1[C:23](=[O:24])[C:22]([CH2:25][C:26]2[CH:31]=[CH:30][C:29]([C:32]3[C:33]([C:38]#[N:39])=[CH:34][CH:35]=[CH:36][CH:37]=3)=[CH:28][C:27]=2[F:40])=[C:21]([CH2:41][CH2:42][CH3:43])[N:20]2[N:44]=[CH:45][N:46]=[C:19]12, predict the reaction product.